From a dataset of Catalyst prediction with 721,799 reactions and 888 catalyst types from USPTO. Predict which catalyst facilitates the given reaction. (1) Reactant: [Br:1][C:2]1[N:7]=[C:6]2[N:8]([CH:12]3[CH2:17][CH2:16][CH2:15][CH2:14][O:13]3)[N:9]=[C:10]([CH3:11])[C:5]2=[C:4]([CH2:18][OH:19])[CH:3]=1.[CH3:20][S:21](Cl)(=[O:23])=[O:22]. Product: [Br:1][C:2]1[N:7]=[C:6]2[N:8]([CH:12]3[CH2:17][CH2:16][CH2:15][CH2:14][O:13]3)[N:9]=[C:10]([CH3:11])[C:5]2=[C:4]([CH2:18][O:19][S:21]([CH3:20])(=[O:23])=[O:22])[CH:3]=1. The catalyst class is: 2. (2) Reactant: [CH3:1][O:2][C:3]1[CH:8]=[CH:7][N:6]=[C:5]([O:9][C@H:10]2[CH2:15][N:14](C(OC(C)(C)C)=O)[C@H:13]([CH3:23])[CH2:12][CH2:11]2)[CH:4]=1. Product: [CH3:1][O:2][C:3]1[CH:8]=[CH:7][N:6]=[C:5]([O:9][C@@H:10]2[CH2:11][CH2:12][C@@H:13]([CH3:23])[NH:14][CH2:15]2)[CH:4]=1. The catalyst class is: 330. (3) Product: [CH3:1][C:2]([CH3:13])([CH2:6][C:7]1[CH:12]=[CH:11][CH:10]=[CH:9][CH:8]=1)[C:3]([N:27]=[N+:28]=[N-:29])=[O:4]. Reactant: [CH3:1][C:2]([CH3:13])([CH2:6][C:7]1[CH:12]=[CH:11][CH:10]=[CH:9][CH:8]=1)[C:3](O)=[O:4].C(N(CC)CC)C.ClC(OCC)=O.[N-:27]=[N+:28]=[N-:29].[Na+]. The catalyst class is: 20. (4) Reactant: [NH2:1][CH2:2][CH2:3][CH2:4][O:5][C:6]1[N:11]=[C:10]([C@H:12]2[CH2:16][CH2:15][CH2:14][N:13]2[C:17]2[CH:22]=[CH:21][N:20]3[N:23]=[CH:24][C:25]([C:26](O)=[O:27])=[C:19]3[N:18]=2)[CH:9]=[CH:8][CH:7]=1.CN(C=O)C.C(Cl)Cl.CCN=C=NCCCN(C)C.C1C=CC2N(O)N=NC=2C=1. Product: [C:17]12[CH:22]=[CH:21][N:20]3[C:19]([N:18]=1)=[C:25]([CH:24]=[N:23]3)[C:26](=[O:27])[NH:1][CH2:2][CH2:3][CH2:4][O:5][C:6]1[N:11]=[C:10]([CH:9]=[CH:8][CH:7]=1)[C@@H:12]1[N:13]2[CH2:14][CH2:15][CH2:16]1. The catalyst class is: 25. (5) Reactant: Cl.[NH2:2][C:3]([NH:5][C:6]1[CH:14]=[CH:13][C:9]([C:10]([OH:12])=[O:11])=[C:8]([O:15][CH3:16])[CH:7]=1)=[NH:4].C(=O)([O-])[O-].[K+].[K+].[Cl:23][C:24]1[CH:48]=[CH:47][C:27]2[C:28](=O)[C:29](=[CH:42]N(C)C)[CH2:30][N:31]=[C:32]([C:33]3[C:38]([O:39][CH3:40])=[CH:37][CH:36]=[CH:35][C:34]=3[F:41])[C:26]=2[CH:25]=1.Cl. Product: [Cl:23][C:24]1[CH:48]=[CH:47][C:27]2[C:28]3[N:2]=[C:3]([NH:5][C:6]4[CH:14]=[CH:13][C:9]([C:10]([OH:12])=[O:11])=[C:8]([O:15][CH3:16])[CH:7]=4)[N:4]=[CH:42][C:29]=3[CH2:30][N:31]=[C:32]([C:33]3[C:38]([O:39][CH3:40])=[CH:37][CH:36]=[CH:35][C:34]=3[F:41])[C:26]=2[CH:25]=1. The catalyst class is: 72.